This data is from Retrosynthesis with 50K atom-mapped reactions and 10 reaction types from USPTO. The task is: Predict the reactants needed to synthesize the given product. (1) The reactants are: COC(=O)c1cccc(B(O)O)c1.Clc1nc(N2CCOCC2)nc2c1CCN2c1cccnc1. Given the product COC(=O)c1cccc(-c2nc(N3CCOCC3)nc3c2CCN3c2cccnc2)c1, predict the reactants needed to synthesize it. (2) Given the product Cc1c(-c2cccnc2)n(Cc2ccc(C#N)cc2)c2ccc(Cl)cc12, predict the reactants needed to synthesize it. The reactants are: Cc1c(-c2cccnc2)[nH]c2ccc(Cl)cc12.N#Cc1ccc(CBr)cc1.